The task is: Predict which catalyst facilitates the given reaction.. This data is from Catalyst prediction with 721,799 reactions and 888 catalyst types from USPTO. (1) Reactant: [C:1]([N:8]1[CH2:13][CH2:12][C:11]([CH2:22][NH2:23])([C:14]2[CH:19]=[CH:18][C:17]([Cl:20])=[C:16]([Cl:21])[CH:15]=2)[CH2:10][CH2:9]1)([O:3][C:4]([CH3:7])([CH3:6])[CH3:5])=[O:2].[C:24]([C:26]1[C:27]([CH2:39][CH3:40])=[C:28]([C:36](O)=[O:37])[C:29]2[C:34]([CH:35]=1)=[CH:33][CH:32]=[CH:31][CH:30]=2)#[N:25].C1C=[C:45]2[N:47]=NN(O)C2=CC=1.O.CN1CCOCC1. Product: [ClH:20].[CH3:13][N:8]([CH3:1])[CH2:9][CH2:10][CH2:11][N:47]=[C:45]=[N:25][CH2:24][CH3:26].[C:1]([N:8]1[CH2:13][CH2:12][C:11]([C:14]2[CH:19]=[CH:18][C:17]([Cl:20])=[C:16]([Cl:21])[CH:15]=2)([CH2:22][NH:23][C:36]([C:28]2[C:29]3[C:34](=[CH:33][CH:32]=[CH:31][CH:30]=3)[CH:35]=[C:26]([C:24]#[N:25])[C:27]=2[CH2:39][CH3:40])=[O:37])[CH2:10][CH2:9]1)([O:3][C:4]([CH3:7])([CH3:6])[CH3:5])=[O:2]. The catalyst class is: 2. (2) Reactant: [CH3:1][O:2][C:3]1[CH:8]=[CH:7][C:6]([C:9]2([CH2:17][S:18][CH2:19][C:20](O)=[O:21])[O:14][CH2:13][C:12]([CH3:16])([CH3:15])[CH2:11][O:10]2)=[CH:5][CH:4]=1.C1(N=C=NC2CCCCC2)CCCCC1.[C:38]1([C@H:44]2[CH2:48][O:47][C:46](=[O:49])[NH:45]2)[CH:43]=[CH:42][CH:41]=[CH:40][CH:39]=1. Product: [CH3:1][O:2][C:3]1[CH:4]=[CH:5][C:6]([C:9]2([CH2:17][S:18][CH2:19][C:20]([N:45]3[C@@H:44]([C:38]4[CH:43]=[CH:42][CH:41]=[CH:40][CH:39]=4)[CH2:48][O:47][C:46]3=[O:49])=[O:21])[O:14][CH2:13][C:12]([CH3:16])([CH3:15])[CH2:11][O:10]2)=[CH:7][CH:8]=1. The catalyst class is: 172. (3) Reactant: Cl[C:2]1[N:7]=[N:6][C:5]2[S:8][CH2:9][CH2:10][O:11][C:4]=2[CH:3]=1.C(=O)([O-])[O-].[K+].[K+].B1(C=C)OB([CH:24]=[CH2:25])OB(C=C)O1.C1C=CN=CC=1.O. Product: [CH:24]([C:2]1[N:7]=[N:6][C:5]2[S:8][CH2:9][CH2:10][O:11][C:4]=2[CH:3]=1)=[CH2:25]. The catalyst class is: 564. (4) Reactant: C(N=C=NCCCN(C)C)C.[OH:12]N1C2C=CC=CC=2N=N1.Cl.[CH:23]([N:26]1[C:30]2[C:31](=[O:40])[NH:32][C:33]3([CH2:39][CH2:38][NH:37][CH2:36][CH2:35]3)[CH2:34][C:29]=2[CH:28]=[N:27]1)([CH3:25])[CH3:24].[CH:41]([N:44]1[C:48]2C(=O)N[C:51]3([CH2:57]CN[CH2:54][CH2:53]3)[CH2:52][C:47]=2[CH:46]=[N:45]1)(C)C. Product: [CH:23]([N:26]1[C:30]2[C:31](=[O:40])[NH:32][C:33]3([CH2:39][CH2:38][N:37]([C:57]([C:51]4[CH:53]=[CH:54][C:46]5[C:47](=[CH:48][N:44]([CH3:41])[N:45]=5)[CH:52]=4)=[O:12])[CH2:36][CH2:35]3)[CH2:34][C:29]=2[CH:28]=[N:27]1)([CH3:25])[CH3:24]. The catalyst class is: 35. (5) Reactant: [C:1]1([CH2:7][O:8][C:9]2[C:17]3[C:12](=[CH:13][CH:14]=[CH:15][CH:16]=3)[NH:11][C:10]=2C(OC)=O)[CH:6]=[CH:5][CH:4]=[CH:3][CH:2]=1.[CH3:22][N:23]([CH:25]=[O:26])C.[H-].[Na+].[C:29]([C:33]1[CH:40]=[CH:39][C:36]([CH2:37]Br)=[CH:35][CH:34]=1)([CH3:32])([CH3:31])[CH3:30]. Product: [C:29]([C:33]1[CH:40]=[CH:39][C:36]([CH2:37][N:11]2[C:12]3[C:17](=[CH:16][CH:15]=[CH:14][CH:13]=3)[C:9]([O:8][CH2:7][C:1]3[CH:2]=[CH:3][CH:4]=[CH:5][CH:6]=3)=[C:10]2[N:23]([C:22]2[CH:12]=[N:11][CH:10]=[CH:9][CH:17]=2)[CH:25]=[O:26])=[CH:35][CH:34]=1)([CH3:32])([CH3:31])[CH3:30]. The catalyst class is: 90. (6) Reactant: [C:1]([N:9]1[CH2:14][CH2:13][N:12]([C:15](=[O:30])[CH:16]([O:18][C:19]2[CH:28]=[CH:27][CH:26]=[C:25]3[C:20]=2[CH:21]=[CH:22][N:23]=[C:24]3Cl)[CH3:17])[C@H:11]([CH3:31])[CH2:10]1)(=[O:8])[C:2]1[CH:7]=[CH:6][CH:5]=[CH:4][CH:3]=1.[F-].C([N+](CCCC)(CCCC)CCCC)CCC.C(N(CC)CC)C.[NH2:57][C:58]1[CH:62]=[CH:61][NH:60][N:59]=1. Product: [C:1]([N:9]1[CH2:14][CH2:13][N:12]([C:15](=[O:30])[C@@H:16]([O:18][C:19]2[CH:28]=[CH:27][CH:26]=[C:25]3[C:20]=2[CH:21]=[CH:22][N:23]=[C:24]3[NH:57][C:58]2[NH:59][N:60]=[CH:61][CH:62]=2)[CH3:17])[C@H:11]([CH3:31])[CH2:10]1)(=[O:8])[C:2]1[CH:7]=[CH:6][CH:5]=[CH:4][CH:3]=1. The catalyst class is: 16. (7) The catalyst class is: 10. Reactant: [NH2:1][C:2]1[C:15]2[C:6](=[CH:7][C:8]3[C:9]4[C:14]=2[C:13](=[O:16])[N:12]([CH2:17][CH2:18][N:19]([CH3:21])[CH3:20])[C:11](=[O:22])[C:10]=4[CH:23]=[CH:24][CH:25]=3)[CH:5]=[CH:4][CH:3]=1.[Br:26][C:27]1[CH:32]=[CH:31][C:30]([N:33]=[C:34]=[S:35])=[C:29]([O:36][C:37]([F:40])([F:39])[F:38])[CH:28]=1. Product: [CH3:21][N:19]([CH3:20])[CH2:18][CH2:17][N:12]1[C:11](=[O:22])[C:10]2[CH:23]=[CH:24][CH:25]=[C:8]3[C:9]=2[C:14](=[C:15]2[C:2]([NH:1][C:34]([NH:33][C:30]4[CH:31]=[CH:32][C:27]([Br:26])=[CH:28][C:29]=4[O:36][C:37]([F:40])([F:38])[F:39])=[S:35])=[CH:3][CH:4]=[CH:5][C:6]2=[CH:7]3)[C:13]1=[O:16]. (8) Reactant: BrCC(C1[CH:10]=[CH:9][C:8]([Br:11])=[CH:7][CH:6]=1)=O.[C:12]([NH:19][C@H:20]([C:24](O)=O)[CH:21]([CH3:23])[CH3:22])([O:14][C:15]([CH3:18])([CH3:17])[CH3:16])=[O:13].CC[N:29]([CH:33]([CH3:35])[CH3:34])C(C)C.O.CC#[N:39]. Product: [Br:11][C:8]1[CH:9]=[CH:10][C:35]([C:33]2[NH:29][C:24]([C@@H:20]([NH:19][C:12](=[O:13])[O:14][C:15]([CH3:18])([CH3:17])[CH3:16])[CH:21]([CH3:23])[CH3:22])=[N:39][CH:34]=2)=[CH:6][CH:7]=1. The catalyst class is: 11. (9) Reactant: [CH2:1]([NH:3][C:4]([C@@H:6]1[C@H:10]2[O:11][C:12]([CH3:15])([CH3:14])[O:13][C@H:9]2[C@H:8]([N:16]2[CH:24]=[N:23][C:22]3[C:17]2=[N:18][C:19]([C:40]([O:42]CC)=[O:41])=[N:20][C:21]=3[NH:25][CH2:26][CH:27]([C:34]2[CH:39]=[CH:38][CH:37]=[CH:36][CH:35]=2)[C:28]2[CH:33]=[CH:32][CH:31]=[CH:30][CH:29]=2)[O:7]1)=[O:5])[CH3:2].[OH-].[Na+]. Product: [CH2:1]([NH:3][C:4]([C@@H:6]1[C@H:10]2[O:11][C:12]([CH3:15])([CH3:14])[O:13][C@H:9]2[C@H:8]([N:16]2[CH:24]=[N:23][C:22]3[C:17]2=[N:18][C:19]([C:40]([OH:42])=[O:41])=[N:20][C:21]=3[NH:25][CH2:26][CH:27]([C:34]2[CH:35]=[CH:36][CH:37]=[CH:38][CH:39]=2)[C:28]2[CH:29]=[CH:30][CH:31]=[CH:32][CH:33]=2)[O:7]1)=[O:5])[CH3:2]. The catalyst class is: 5. (10) Reactant: [CH:1]1([C:4]2[C:5]([C:17]3[CH:22]=[CH:21][CH:20]=[CH:19][CH:18]=3)=[C:6]([OH:16])[C:7]3[C:12]([CH:13]=2)=[CH:11][C:10]([O:14][CH3:15])=[CH:9][CH:8]=3)[CH2:3][CH2:2]1.[H-].[Na+].F[C:26]1[CH:33]=[CH:32][C:29]([CH:30]=[O:31])=[CH:28][CH:27]=1. Product: [CH:1]1([C:4]2[C:5]([C:17]3[CH:22]=[CH:21][CH:20]=[CH:19][CH:18]=3)=[C:6]([O:16][C:26]3[CH:33]=[CH:32][C:29]([CH:30]=[O:31])=[CH:28][CH:27]=3)[C:7]3[C:12]([CH:13]=2)=[CH:11][C:10]([O:14][CH3:15])=[CH:9][CH:8]=3)[CH2:2][CH2:3]1. The catalyst class is: 3.